From a dataset of Full USPTO retrosynthesis dataset with 1.9M reactions from patents (1976-2016). Predict the reactants needed to synthesize the given product. (1) The reactants are: [C:1]([O:5][C:6]([NH:8][C@H:9]([C:13]([O:15][C:16]([CH3:19])([CH3:18])[CH3:17])=[O:14])[CH2:10][CH2:11][SH:12])=[O:7])([CH3:4])([CH3:3])[CH3:2].Br[CH2:21][CH2:22][CH2:23][F:24].C(=O)([O-])[O-].[K+].[K+]. Given the product [C:1]([O:5][C:6]([NH:8][C@H:9]([C:13]([O:15][C:16]([CH3:19])([CH3:18])[CH3:17])=[O:14])[CH2:10][CH2:11][S:12][CH2:21][CH2:22][CH2:23][F:24])=[O:7])([CH3:3])([CH3:4])[CH3:2], predict the reactants needed to synthesize it. (2) Given the product [Cl:8][C:7]1[C:2]([NH:11][NH2:12])=[N:3][CH:4]=[C:5]([Cl:9])[CH:6]=1, predict the reactants needed to synthesize it. The reactants are: Cl[C:2]1[C:7]([Cl:8])=[CH:6][C:5]([Cl:9])=[CH:4][N:3]=1.O.[NH2:11][NH2:12]. (3) Given the product [Br:1][C:2]1[C:6]([C:39]#[C:38][C:32]2[CH:37]=[CH:36][CH:35]=[CH:34][CH:33]=2)=[CH:5][Se:4][CH:3]=1, predict the reactants needed to synthesize it. The reactants are: [Br:1][C:2]1[C:6](I)=[CH:5][Se:4][CH:3]=1.C1(P(C2C=CC=CC=2)C2C=CC=CC=2)C=CC=CC=1.C(NCC)C.[C:32]1([C:38]#[CH:39])[CH:37]=[CH:36][CH:35]=[CH:34][CH:33]=1. (4) The reactants are: [Na].CS([O:6][CH2:7][C:8]1[C:17]2[C@@H:18]([C:26]3[CH:31]=[CH:30][C:29]([C:32]([F:35])([F:34])[F:33])=[CH:28][CH:27]=3)[O:19][C:20]3([CH2:25][CH2:24][O:23][CH2:22][CH2:21]3)[C:16]=2[C:15]2[C@@H:14]([O:36][Si:37]([C:40]([CH3:43])([CH3:42])[CH3:41])([CH3:39])[CH3:38])[CH2:13][C:12]([CH3:45])([CH3:44])[CH2:11][C:10]=2[N:9]=1)(=O)=O.[CH3:46]O. Given the product [Si:37]([O:36][C@H:14]1[CH2:13][C:12]([CH3:45])([CH3:44])[CH2:11][C:10]2[N:9]=[C:8]([CH2:7][O:6][CH3:46])[C:17]3[C@@H:18]([C:26]4[CH:31]=[CH:30][C:29]([C:32]([F:35])([F:34])[F:33])=[CH:28][CH:27]=4)[O:19][C:20]4([CH2:25][CH2:24][O:23][CH2:22][CH2:21]4)[C:16]=3[C:15]1=2)([C:40]([CH3:43])([CH3:42])[CH3:41])([CH3:39])[CH3:38], predict the reactants needed to synthesize it. (5) Given the product [F:18][C:15]1[CH:14]=[CH:13][C:12]([C:10]2[CH:11]=[C:6]([NH:4][CH2:3][CH2:1][OH:2])[N:7]=[N:8][CH:9]=2)=[CH:17][CH:16]=1, predict the reactants needed to synthesize it. The reactants are: [CH2:1]([CH2:3][NH2:4])[OH:2].Cl[C:6]1[N:7]=[N:8][CH:9]=[C:10]([C:12]2[CH:17]=[CH:16][C:15]([F:18])=[CH:14][CH:13]=2)[CH:11]=1.C(OCC)(=O)C.O. (6) Given the product [C:14]([O:9][C:6]1[C:4](=[O:5])[CH:3]=[C:2]([CH3:1])[O:8][CH:7]=1)(=[O:21])[C:15]1[CH:20]=[CH:19][CH:18]=[CH:17][CH:16]=1, predict the reactants needed to synthesize it. The reactants are: [CH3:1][C:2]1[O:8][CH:7]=[C:6]([OH:9])[C:4](=[O:5])[CH:3]=1.CN(C)C.[C:14](Cl)(=[O:21])[C:15]1[CH:20]=[CH:19][CH:18]=[CH:17][CH:16]=1. (7) Given the product [C:2]1([NH:1][C:19](=[O:20])[CH2:18][Br:17])[CH:7]=[CH:6][CH:5]=[CH:4][CH:3]=1, predict the reactants needed to synthesize it. The reactants are: [NH2:1][C:2]1[CH:7]=[CH:6][CH:5]=[CH:4][CH:3]=1.C(N(CC)C(C)C)(C)C.[Br:17][CH2:18][C:19](Br)=[O:20]. (8) Given the product [C:30]([O:29][C:27]([NH:26][C:23]1[N:22]=[CH:21][C:20]([CH2:19][CH:5]([CH2:6][P:7]([OH:18])([CH2:9][CH2:10][CH2:11][C:12]2[CH:13]=[CH:14][CH:15]=[CH:16][CH:17]=2)=[O:8])[C:4]([OH:34])=[O:3])=[CH:25][CH:24]=1)=[O:28])([CH3:33])([CH3:31])[CH3:32], predict the reactants needed to synthesize it. The reactants are: C([O:3][C:4](=[O:34])[CH:5]([CH2:19][C:20]1[CH:21]=[N:22][C:23]([NH:26][C:27]([O:29][C:30]([CH3:33])([CH3:32])[CH3:31])=[O:28])=[CH:24][CH:25]=1)[CH2:6][P:7]([OH:18])([CH2:9][CH2:10][CH2:11][C:12]1[CH:17]=[CH:16][CH:15]=[CH:14][CH:13]=1)=[O:8])C.[Li+].[OH-].C(OC(=O)C)C. (9) Given the product [NH2:7][C@@H:8]([CH2:38][C:39]1[CH:40]=[CH:41][CH:42]=[CH:43][CH:44]=1)[CH2:9][C:10]1[CH:15]=[CH:14][C:13]([N:16]2[S:17](=[O:29])(=[O:28])[N:18]([CH2:22][CH2:23][Si:24]([CH3:25])([CH3:26])[CH3:27])[C:19](=[O:21])[CH2:20]2)=[C:12]([O:30][CH2:31][C:32]2[CH:37]=[CH:36][CH:35]=[CH:34][CH:33]=2)[CH:11]=1, predict the reactants needed to synthesize it. The reactants are: C(OC(=O)[NH:7][C@@H:8]([CH2:38][C:39]1[CH:44]=[CH:43][CH:42]=[CH:41][CH:40]=1)[CH2:9][C:10]1[CH:15]=[CH:14][C:13]([N:16]2[CH2:20][C:19](=[O:21])[N:18]([CH2:22][CH2:23][Si:24]([CH3:27])([CH3:26])[CH3:25])[S:17]2(=[O:29])=[O:28])=[C:12]([O:30][CH2:31][C:32]2[CH:37]=[CH:36][CH:35]=[CH:34][CH:33]=2)[CH:11]=1)(C)(C)C.C(OC(=O)N[C@@H](CC1C=CC=CC=1)CC1C=CC(N2CC(=O)NS2(=O)=O)=C(O)C=1)(C)(C)C.C(O)(C(F)(F)F)=O.